This data is from Forward reaction prediction with 1.9M reactions from USPTO patents (1976-2016). The task is: Predict the product of the given reaction. (1) Given the reactants [Cl:1][C:2]1[C:11]2[C:6](=[N:7][CH:8]=[C:9]([Cl:12])[CH:10]=2)[N:5](CC2C=CC(OC)=CC=2)[C:4](=[O:22])[C:3]=1[C:23]#[N:24], predict the reaction product. The product is: [Cl:1][C:2]1[C:11]2[C:6](=[N:7][CH:8]=[C:9]([Cl:12])[CH:10]=2)[NH:5][C:4](=[O:22])[C:3]=1[C:23]#[N:24]. (2) Given the reactants C([NH:4][C:5]1[C:17]([F:18])=[C:16]2[C:8]([C:9]3[C:14]([CH2:19][CH2:20][CH2:21][CH3:22])([CH2:15]2)[CH2:13][CH2:12][C:11](=[O:23])[C:10]=3[C:24]([F:27])([F:26])[F:25])=[CH:7][C:6]=1[F:28])(=O)C.C(O)(=O)C.Cl.C([O-])([O-])=O.[Na+].[Na+], predict the reaction product. The product is: [NH2:4][C:5]1[C:17]([F:18])=[C:16]2[C:8]([C:9]3[C:14]([CH2:19][CH2:20][CH2:21][CH3:22])([CH2:15]2)[CH2:13][CH2:12][C:11](=[O:23])[C:10]=3[C:24]([F:27])([F:25])[F:26])=[CH:7][C:6]=1[F:28]. (3) The product is: [Cl:2][Si:1]([CH2:40][CH2:39][CH2:38][C:35]1[CH:34]=[CH:33][C:32]([N:25]([C:26]2[CH:31]=[CH:30][CH:29]=[CH:28][CH:27]=2)[C:22]2[S:21][C:20]([C:18]3[S:19][C:15]([N:14]([C:11]4[CH:10]=[CH:9][C:8]([CH2:5][CH2:6][CH2:7][Si:1]([Cl:4])([Cl:3])[Cl:2])=[CH:13][CH:12]=4)[C:41]4[CH:42]=[CH:43][CH:44]=[CH:45][CH:46]=4)=[CH:16][CH:17]=3)=[CH:24][CH:23]=2)=[CH:37][CH:36]=1)([Cl:4])[Cl:3]. Given the reactants [SiH:1]([Cl:4])([Cl:3])[Cl:2].[CH2:5]([C:8]1[CH:13]=[CH:12][C:11]([N:14]([C:41]2[CH:46]=[CH:45][CH:44]=[CH:43][CH:42]=2)[C:15]2[S:19][C:18]([C:20]3[S:21][C:22]([N:25]([C:32]4[CH:37]=[CH:36][C:35]([CH2:38][CH:39]=[CH2:40])=[CH:34][CH:33]=4)[C:26]4[CH:31]=[CH:30][CH:29]=[CH:28][CH:27]=4)=[CH:23][CH:24]=3)=[CH:17][CH:16]=2)=[CH:10][CH:9]=1)[CH:6]=[CH2:7], predict the reaction product. (4) Given the reactants [CH2:1]([N:8]1[C:18]2=[C:19]3[C:14](=[CH:15][CH:16]=[CH:17]2)[C@@H:13]([NH:20][CH3:21])[C@H:12](O)[CH2:11][N:10]3[C:9]1=[O:23])[C:2]1[CH:7]=[CH:6][CH:5]=[CH:4][CH:3]=1.C1(S(Cl)(=O)=O)C=CC=CC=1.C1(S([O-])(=O)=O)C=CC=CC=1.C(=O)([O-])[O-].[K+].[K+].C1(S(O)(=O)=O)C=CC=CC=1, predict the reaction product. The product is: [CH2:1]([N:8]1[C:18]2=[C:19]3[C:14](=[CH:15][CH:16]=[CH:17]2)[C@H:13]2[N:20]([CH3:21])[C@H:12]2[CH2:11][N:10]3[C:9]1=[O:23])[C:2]1[CH:7]=[CH:6][CH:5]=[CH:4][CH:3]=1. (5) Given the reactants [I:1][C:2]1[CH:17]=[CH:16][C:5]([C:6]([NH2:15])=[N:7][C:8]2[CH:9]=[N:10][C:11]([CH3:14])=[CH:12][CH:13]=2)=[CH:4][CH:3]=1.Br.Br[CH2:20][C:21]([C:23]1[S:27][CH:26]=[N:25][CH:24]=1)=O, predict the reaction product. The product is: [I:1][C:2]1[CH:17]=[CH:16][C:5]([C:6]2[N:7]([C:8]3[CH:13]=[CH:12][C:11]([CH3:14])=[N:10][CH:9]=3)[CH:20]=[C:21]([C:23]3[S:27][CH:26]=[N:25][CH:24]=3)[N:15]=2)=[CH:4][CH:3]=1. (6) The product is: [CH3:1][O:2][C:3]1[CH:18]=[C:17]([O:19][CH3:20])[CH:16]=[CH:15][C:4]=1[CH2:5][N:6]1[C:11](=[O:12])[CH:10]2[C:8]([C:13]([OH:24])=[O:14])([CH2:9]2)[CH2:7]1. Given the reactants [CH3:1][O:2][C:3]1[CH:18]=[C:17]([O:19][CH3:20])[CH:16]=[CH:15][C:4]=1[CH2:5][N:6]1[C:11](=[O:12])[CH:10]2[C:8]([CH:13]=[O:14])([CH2:9]2)[CH2:7]1.O.O.P([O-])(O)(O)=[O:24].[Na+].CC(=CC)C.Cl([O-])=O.[Na+], predict the reaction product.